Predict the product of the given reaction. From a dataset of Forward reaction prediction with 1.9M reactions from USPTO patents (1976-2016). (1) Given the reactants [O:1]=[C:2]1[N:8]([CH:9]2[CH2:14][CH2:13][N:12]([C:15]([O:17][C@H:18]([CH2:40][C:41]3[CH:46]=[C:45]([C:47]([F:50])([F:49])[F:48])[CH:44]=[C:43]([C:51]([F:54])([F:53])[F:52])[CH:42]=3)[C:19]([N:21]3[CH2:26][CH2:25][CH:24]([N:27]4[CH2:32][CH2:31][N:30](CC5C=CC=CC=5)[CH2:29][CH2:28]4)[CH2:23][CH2:22]3)=[O:20])=[O:16])[CH2:11][CH2:10]2)[CH2:7][CH2:6][C:5]2[CH:55]=[CH:56][CH:57]=[CH:58][C:4]=2[NH:3]1.[H][H], predict the reaction product. The product is: [O:1]=[C:2]1[N:8]([CH:9]2[CH2:10][CH2:11][N:12]([C:15]([O:17][C@H:18]([CH2:40][C:41]3[CH:42]=[C:43]([C:51]([F:54])([F:53])[F:52])[CH:44]=[C:45]([C:47]([F:50])([F:49])[F:48])[CH:46]=3)[C:19](=[O:20])[N:21]3[CH2:26][CH2:25][CH:24]([N:27]4[CH2:28][CH2:29][NH:30][CH2:31][CH2:32]4)[CH2:23][CH2:22]3)=[O:16])[CH2:13][CH2:14]2)[CH2:7][CH2:6][C:5]2[CH:55]=[CH:56][CH:57]=[CH:58][C:4]=2[NH:3]1. (2) Given the reactants [CH3:1][C:2]1[CH:7]=[CH:6][C:5]([C:8]2[CH:13]=[C:12]([O:14][C:15]3[CH:20]=[CH:19][CH:18]=[CH:17][N:16]=3)[CH:11]=[C:10]([C:21]([O:23]C)=[O:22])[CH:9]=2)=[CH:4][CH:3]=1.[OH-].[Li+].Cl.O1CCC[CH2:29]1, predict the reaction product. The product is: [CH2:1]([C:2]1[CH:7]=[CH:6][C:5]([C:8]2[CH:13]=[C:12]([O:14][C:15]3[CH:20]=[CH:19][CH:18]=[CH:17][N:16]=3)[CH:11]=[C:10]([C:21]([OH:23])=[O:22])[CH:9]=2)=[CH:4][CH:3]=1)[CH3:29]. (3) Given the reactants Cl[C:2]1[N:3]=[C:4]([N:13]2[CH2:18][CH2:17][O:16][CH2:15][CH2:14]2)[C:5]2[S:10][C:9]([CH:11]=O)=[CH:8][C:6]=2[N:7]=1.[N:19]1[CH:24]=[CH:23][CH:22]=[N:21][C:20]=1[N:25]1[CH2:30][CH2:29][NH:28][CH2:27][CH2:26]1.[CH3:31][C:32](O)=O.[BH-](OC(C)=O)(OC(C)=O)OC(C)=O.[Na+], predict the reaction product. The product is: [O:16]1[CH2:17][CH2:18][N:13]([C:4]2[C:5]3[S:10][C:9]([CH2:11][N:28]4[CH2:29][CH2:30][N:25]([C:20]5[N:21]=[CH:22][CH:23]=[CH:24][N:19]=5)[CH2:26][CH2:27]4)=[CH:8][C:6]=3[N:7]=[C:2]([C:31]3[CH:32]=[N:21][C:20]([NH2:25])=[N:19][CH:24]=3)[N:3]=2)[CH2:14][CH2:15]1. (4) The product is: [CH3:1][S:2][C:3]1[N:8]=[C:7]([C:9]2[S:13][C:12]([S:14]([NH:18][C:19]3[CH:24]=[CH:23][CH:22]=[C:21]([C:25]4[NH:29][N:28]=[N:27][N:26]=4)[CH:20]=3)(=[O:16])=[O:15])=[CH:11][CH:10]=2)[CH:6]=[CH:5][N:4]=1. Given the reactants [CH3:1][S:2][C:3]1[N:8]=[C:7]([C:9]2[S:13][C:12]([S:14](Cl)(=[O:16])=[O:15])=[CH:11][CH:10]=2)[CH:6]=[CH:5][N:4]=1.[NH2:18][C:19]1[CH:20]=[C:21]([C:25]2[NH:29][N:28]=[N:27][N:26]=2)[CH:22]=[CH:23][CH:24]=1, predict the reaction product. (5) Given the reactants [Si]([O:8][CH2:9][CH2:10][CH:11]1[C:16]2[CH:17]=[CH:18][C:19]([C:21]([NH2:23])=[O:22])=[CH:20][C:15]=2[CH2:14][CH2:13][O:12]1)(C(C)(C)C)(C)C, predict the reaction product. The product is: [OH:8][CH2:9][CH2:10][CH:11]1[C:16]2[CH:17]=[CH:18][C:19]([C:21]([NH2:23])=[O:22])=[CH:20][C:15]=2[CH2:14][CH2:13][O:12]1.